Dataset: Catalyst prediction with 721,799 reactions and 888 catalyst types from USPTO. Task: Predict which catalyst facilitates the given reaction. (1) Product: [Cl:9][C:4]1[N:3]=[C:2]([O:11][CH3:10])[C:7]([NH2:8])=[CH:6][CH:5]=1. Reactant: Cl[C:2]1[C:7]([NH2:8])=[CH:6][CH:5]=[C:4]([Cl:9])[N:3]=1.[CH3:10][O:11][Na].CO. The catalyst class is: 1. (2) Reactant: [Cl:1][C:2]1[CH:7]=[CH:6][CH:5]=[CH:4][C:3]=1[C:8]1([O:38][CH3:39])[CH2:13][CH2:12][N:11]([C:14]([C:16]2[NH:37][C:19]3[N:20]=[C:21]([C:31]4[CH:36]=[CH:35][CH:34]=[CH:33][CH:32]=4)[N:22]=[C:23]([NH:24][CH2:25][CH2:26][NH:27][C:28](=[O:30])[CH3:29])[C:18]=3[CH:17]=2)=[O:15])[CH2:10][CH2:9]1.[CH3:40][S:41]([OH:44])(=[O:43])=[O:42]. Product: [CH3:40][S:41]([OH:44])(=[O:43])=[O:42].[Cl:1][C:2]1[CH:7]=[CH:6][CH:5]=[CH:4][C:3]=1[C:8]1([O:38][CH3:39])[CH2:9][CH2:10][N:11]([C:14]([C:16]2[NH:37][C:19]3[N:20]=[C:21]([C:31]4[CH:36]=[CH:35][CH:34]=[CH:33][CH:32]=4)[N:22]=[C:23]([NH:24][CH2:25][CH2:26][NH:27][C:28](=[O:30])[CH3:29])[C:18]=3[CH:17]=2)=[O:15])[CH2:12][CH2:13]1. The catalyst class is: 5. (3) Reactant: [OH:1][CH2:2][CH2:3][CH2:4][C:5]12[CH2:12][CH2:11][C:8]([C:13]([O:15][CH3:16])=[O:14])([CH2:9][CH2:10]1)[CH2:7][CH2:6]2.N1C=CC=CC=1.[CH3:23][S:24](Cl)(=[O:26])=[O:25]. Product: [CH3:23][S:24]([O:1][CH2:2][CH2:3][CH2:4][C:5]12[CH2:10][CH2:9][C:8]([C:13]([O:15][CH3:16])=[O:14])([CH2:11][CH2:12]1)[CH2:7][CH2:6]2)(=[O:26])=[O:25]. The catalyst class is: 124. (4) Reactant: Br[C:2]1[CH:7]=[CH:6][C:5]([C:8]2[N:12]([CH:13]3[CH2:18][CH2:17][CH2:16][CH2:15][O:14]3)[CH:11]=[N:10][N:9]=2)=[CH:4][CH:3]=1.[B:19]1([B:19]2[O:23][C:22]([CH3:25])([CH3:24])[C:21]([CH3:27])([CH3:26])[O:20]2)[O:23][C:22]([CH3:25])([CH3:24])[C:21]([CH3:27])([CH3:26])[O:20]1.C([O-])(=O)C. Product: [O:14]1[CH2:15][CH2:16][CH2:17][CH2:18][CH:13]1[N:12]1[CH:11]=[N:10][N:9]=[C:8]1[C:5]1[CH:6]=[CH:7][C:2]([B:19]2[O:23][C:22]([CH3:25])([CH3:24])[C:21]([CH3:27])([CH3:26])[O:20]2)=[CH:3][CH:4]=1. The catalyst class is: 423. (5) Reactant: [H-].[Na+].CN(C=O)C.[F:8][C:9]([F:13])([F:12])[CH2:10][OH:11].[Cl:14][C:15]1[C:30]([C:31]([F:34])([F:33])[F:32])=[CH:29][C:18]2[N:19]=[C:20]([C:22]3[CH:27]=[CH:26][N:25]=[CH:24][C:23]=3F)[O:21][C:17]=2[CH:16]=1. Product: [Cl:14][C:15]1[C:30]([C:31]([F:34])([F:32])[F:33])=[CH:29][C:18]2[N:19]=[C:20]([C:22]3[CH:27]=[CH:26][N:25]=[CH:24][C:23]=3[O:11][CH2:10][C:9]([F:13])([F:12])[F:8])[O:21][C:17]=2[CH:16]=1. The catalyst class is: 6. (6) Reactant: [NH2:1][C:2]1[S:6][C:5]2[CH2:7][CH2:8][CH2:9][CH2:10][C:4]=2[C:3]=1[C:11]([CH2:13][C:14]1[CH:19]=[CH:18][CH:17]=[C:16]([O:20][CH3:21])[CH:15]=1)=O.[C:22]([O:29][CH3:30])(=[O:28])[CH2:23][CH2:24][C:25]([CH3:27])=O.Cl[Si](C)(C)C. Product: [CH3:30][O:29][C:22](=[O:28])[CH2:23][C:24]1[C:11]([CH2:13][C:14]2[CH:19]=[CH:18][CH:17]=[C:16]([O:20][CH3:21])[CH:15]=2)=[C:3]2[C:4]3[CH2:10][CH2:9][CH2:8][CH2:7][C:5]=3[S:6][C:2]2=[N:1][C:25]=1[CH3:27]. The catalyst class is: 3. (7) Reactant: [Si]([O:8][C@H:9]([C:45]1[CH:50]=[CH:49][C:48]([OH:51])=[C:47]([NH:52][S:53]([CH3:56])(=[O:55])=[O:54])[CH:46]=1)[CH2:10][NH:11][CH2:12][CH2:13][CH2:14][CH2:15][CH2:16][CH2:17][CH2:18][CH2:19][CH2:20][N:21]1[CH2:26][CH2:25][CH:24]([N:27]([C:31]2[CH:36]=[CH:35][CH:34]=[CH:33][C:32]=2[C:37]2[CH:42]=[CH:41][C:40]([OH:43])=[C:39]([Cl:44])[CH:38]=2)[C:28](=[O:30])[O-:29])[CH2:23][CH2:22]1)(C(C)(C)C)(C)C.CCN(CC)CC.F.F.F. Product: [NH3:11].[OH:8][C@H:9]([C:45]1[CH:50]=[CH:49][C:48]([OH:51])=[C:47]([NH:52][S:53]([CH3:56])(=[O:54])=[O:55])[CH:46]=1)[CH2:10][NH:11][CH2:12][CH2:13][CH2:14][CH2:15][CH2:16][CH2:17][CH2:18][CH2:19][CH2:20][N:21]1[CH2:26][CH2:25][CH:24]([N:27]([C:31]2[CH:36]=[CH:35][CH:34]=[CH:33][C:32]=2[C:37]2[CH:42]=[CH:41][C:40]([OH:43])=[C:39]([Cl:44])[CH:38]=2)[C:28](=[O:29])[O-:30])[CH2:23][CH2:22]1. The catalyst class is: 5.